This data is from Reaction yield outcomes from USPTO patents with 853,638 reactions. The task is: Predict the reaction yield, written as a fraction of the theoretical maximum amount of product (1.0 means a 100% yield; for example, 0.34 means a 34% yield). (1) The reactants are Br[C:2]1[CH:3]=[N:4][N:5]([C:7]2[CH:12]=[CH:11][C:10]([O:13][CH3:14])=[CH:9][CH:8]=2)[CH:6]=1.C([Li])CCC.CCCCCC.CN(C)[CH:28]=[O:29]. The catalyst is O1CCCC1. The product is [CH3:14][O:13][C:10]1[CH:11]=[CH:12][C:7]([N:5]2[CH:6]=[C:2]([CH:28]=[O:29])[CH:3]=[N:4]2)=[CH:8][CH:9]=1. The yield is 0.200. (2) The reactants are [Br:1][C:2]1[CH:3]=[CH:4][C:5]([CH2:8][NH2:9])=[N:6][CH:7]=1.CCN(CC)CC.[C:17](Cl)([CH3:19])=[O:18]. The catalyst is C(Cl)Cl. The product is [Br:1][C:2]1[CH:3]=[CH:4][C:5]([CH2:8][NH:9][C:17](=[O:18])[CH3:19])=[N:6][CH:7]=1. The yield is 0.900. (3) The reactants are [CH3:1][N:2]1[CH2:7][CH2:6][N:5]([C:8]([C:10]2[NH:11][C:12]3[C:17]([CH:18]=2)=[CH:16][CH:15]=[CH:14][C:13]=3[N+:19]([O-])=O)=[O:9])[CH2:4][CH2:3]1.C([O-])=O.[NH4+]. The catalyst is CO.[Pd]. The product is [NH2:19][C:13]1[CH:14]=[CH:15][CH:16]=[C:17]2[C:12]=1[NH:11][C:10]([C:8]([N:5]1[CH2:4][CH2:3][N:2]([CH3:1])[CH2:7][CH2:6]1)=[O:9])=[CH:18]2. The yield is 0.767.